Dataset: Forward reaction prediction with 1.9M reactions from USPTO patents (1976-2016). Task: Predict the product of the given reaction. Given the reactants [Br:1][C:2]1[CH:3]=[C:4]2[C:8](=[C:9]([N+:11]([O-:13])=[O:12])[CH:10]=1)[NH:7][CH2:6][CH2:5]2.[CH3:14][O:15][C:16]1[CH:21]=[CH:20][C:19]([S:22](Cl)(=[O:24])=[O:23])=[CH:18][CH:17]=1, predict the reaction product. The product is: [Br:1][C:2]1[CH:3]=[C:4]2[C:8](=[C:9]([N+:11]([O-:13])=[O:12])[CH:10]=1)[N:7]([S:22]([C:19]1[CH:18]=[CH:17][C:16]([O:15][CH3:14])=[CH:21][CH:20]=1)(=[O:24])=[O:23])[CH2:6][CH2:5]2.